This data is from NCI-60 drug combinations with 297,098 pairs across 59 cell lines. The task is: Regression. Given two drug SMILES strings and cell line genomic features, predict the synergy score measuring deviation from expected non-interaction effect. (1) Drug 1: C1=CN(C(=O)N=C1N)C2C(C(C(O2)CO)O)O.Cl. Drug 2: C1CC(=O)NC(=O)C1N2C(=O)C3=CC=CC=C3C2=O. Cell line: CCRF-CEM. Synergy scores: CSS=64.4, Synergy_ZIP=0.356, Synergy_Bliss=-0.140, Synergy_Loewe=-18.9, Synergy_HSA=-0.547. (2) Drug 1: C1CCC(C1)C(CC#N)N2C=C(C=N2)C3=C4C=CNC4=NC=N3. Drug 2: C1=CC(=CC=C1CC(C(=O)O)N)N(CCCl)CCCl.Cl. Cell line: SK-MEL-5. Synergy scores: CSS=-7.22, Synergy_ZIP=6.39, Synergy_Bliss=3.56, Synergy_Loewe=-22.6, Synergy_HSA=-14.3. (3) Cell line: A549. Drug 1: COC1=C(C=C2C(=C1)N=CN=C2NC3=CC(=C(C=C3)F)Cl)OCCCN4CCOCC4. Drug 2: C(CC(=O)O)C(=O)CN.Cl. Synergy scores: CSS=26.6, Synergy_ZIP=-3.98, Synergy_Bliss=-5.06, Synergy_Loewe=-10.4, Synergy_HSA=-1.05.